Dataset: Reaction yield outcomes from USPTO patents with 853,638 reactions. Task: Predict the reaction yield, written as a fraction of the theoretical maximum amount of product (1.0 means a 100% yield; for example, 0.34 means a 34% yield). (1) The reactants are C(Cl)(=O)C([Cl:4])=O.[CH3:7][N:8]1[C:17]2[C:12](=[CH:13][C:14]([S:18]([OH:21])(=O)=[O:19])=[CH:15][CH:16]=2)[CH2:11][CH2:10][CH2:9]1. The catalyst is ClCCl.CN(C)C=O.O. The product is [CH3:7][N:8]1[C:17]2[C:12](=[CH:13][C:14]([S:18]([Cl:4])(=[O:21])=[O:19])=[CH:15][CH:16]=2)[CH2:11][CH2:10][CH2:9]1. The yield is 0.200. (2) The reactants are [CH3:1][C:2]1[C:3]([CH2:9][N:10]([CH2:17][C:18]2[C:23]([CH:24]([CH3:26])[CH3:25])=[CH:22][CH:21]=[CH:20][N:19]=2)[CH:11]2[CH2:16][CH2:15][NH:14][CH2:13][CH2:12]2)=[N:4][CH:5]=[C:6]([CH3:8])[CH:7]=1.[NH:27]1[C:31]2[CH:32]=[CH:33][CH:34]=[CH:35][C:30]=2[N:29]=[C:28]1[C:36](O)=[O:37].C1C=CC2N(O)N=NC=2C=1.CCN=C=NCCCN(C)C.CCN(C(C)C)C(C)C. The catalyst is CN(C=O)C.C(Cl)Cl.C([O-])(O)=O.[Na+]. The product is [NH:27]1[C:31]2[CH:32]=[CH:33][CH:34]=[CH:35][C:30]=2[N:29]=[C:28]1[C:36]([N:14]1[CH2:15][CH2:16][CH:11]([N:10]([CH2:9][C:3]2[C:2]([CH3:1])=[CH:7][C:6]([CH3:8])=[CH:5][N:4]=2)[CH2:17][C:18]2[C:23]([CH:24]([CH3:26])[CH3:25])=[CH:22][CH:21]=[CH:20][N:19]=2)[CH2:12][CH2:13]1)=[O:37]. The yield is 0.540. (3) The yield is 0.730. The catalyst is C(O)C. The reactants are [Cl:1][CH2:2][CH2:3][CH2:4][CH2:5][N:6]1[C:10]2[C:11](=O)[CH2:12][CH2:13][N:14]([CH3:18])[S:15](=[O:17])(=[O:16])[C:9]=2[CH:8]=[CH:7]1.Cl.[NH2:21][OH:22].C([O-])(=O)C.[Na+]. The product is [Cl:1][CH2:2][CH2:3][CH2:4][CH2:5][N:6]1[C:10]2[C:11](=[N:21][OH:22])[CH2:12][CH2:13][N:14]([CH3:18])[S:15](=[O:17])(=[O:16])[C:9]=2[CH:8]=[CH:7]1. (4) The reactants are [Cl:1][C:2]1[CH:3]=[C:4]([CH:6]=[CH:7][C:8]=1[N+:9]([O-:11])=[O:10])[NH2:5].[CH3:12][S:13](Cl)(=[O:15])=[O:14].N1C=CC=CC=1. The catalyst is C1COCC1.Cl. The product is [Cl:1][C:2]1[CH:3]=[C:4]([NH:5][S:13]([CH3:12])(=[O:15])=[O:14])[CH:6]=[CH:7][C:8]=1[N+:9]([O-:11])=[O:10]. The yield is 1.00. (5) The reactants are [Cl:1][C:2]1[CH:7]=[CH:6][N:5]=[C:4]([CH2:8][C:9]([C:11]2[CH:16]=[CH:15][C:14]([F:17])=[CH:13][CH:12]=2)=O)[CH:3]=1.Cl.[NH2:19][OH:20].[OH-].[Na+]. The catalyst is CO. The product is [Cl:1][C:2]1[CH:7]=[CH:6][N:5]=[C:4]([CH2:8][C:9]([C:11]2[CH:16]=[CH:15][C:14]([F:17])=[CH:13][CH:12]=2)=[N:19][OH:20])[CH:3]=1. The yield is 0.840. (6) The reactants are [Cl:1][C:2]1[CH:3]=[C:4]2[C:8](=[C:9]([CH2:11]O)[CH:10]=1)[N:7]([CH2:13][CH:14]([CH3:16])[CH3:15])[N:6]=[CH:5]2.[CH3:17][O:18][C:19]([C:21]1[CH:22]=[C:23]2[CH:29]=[CH:28][NH:27][C:24]2=[N:25][CH:26]=1)=[O:20]. No catalyst specified. The product is [CH3:17][O:18][C:19]([C:21]1[CH:22]=[C:23]2[CH:29]=[CH:28][N:27]([CH2:11][C:9]3[CH:10]=[C:2]([Cl:1])[CH:3]=[C:4]4[C:8]=3[N:7]([CH2:13][CH:14]([CH3:16])[CH3:15])[N:6]=[CH:5]4)[C:24]2=[N:25][CH:26]=1)=[O:20]. The yield is 0.730. (7) The reactants are F[C:2]1[CH:9]=[CH:8][C:5]([C:6]#[N:7])=[CH:4][C:3]=1[N+:10]([O-:12])=[O:11].[NH2:13][CH2:14][CH2:15][CH2:16][OH:17].C(N(C(C)C)CC)(C)C. The catalyst is C1COCC1. The product is [OH:17][CH2:16][CH2:15][CH2:14][NH:13][C:2]1[CH:9]=[CH:8][C:5]([C:6]#[N:7])=[CH:4][C:3]=1[N+:10]([O-:12])=[O:11]. The yield is 0.990.